From a dataset of Peptide-MHC class I binding affinity with 185,985 pairs from IEDB/IMGT. Regression. Given a peptide amino acid sequence and an MHC pseudo amino acid sequence, predict their binding affinity value. This is MHC class I binding data. (1) The peptide sequence is LMVSGPNVV. The MHC is HLA-B15:03 with pseudo-sequence HLA-B15:03. The binding affinity (normalized) is 0.876. (2) The peptide sequence is IILFCFLAAV. The MHC is HLA-A02:03 with pseudo-sequence HLA-A02:03. The binding affinity (normalized) is 0.430. (3) The peptide sequence is SLVWAPLILAYF. The binding affinity (normalized) is 0.188. The MHC is HLA-A23:01 with pseudo-sequence HLA-A23:01.